Dataset: Forward reaction prediction with 1.9M reactions from USPTO patents (1976-2016). Task: Predict the product of the given reaction. (1) Given the reactants [OH:1][C:2]([CH:26]1[CH2:31][CH2:30][N:29](C(OC(C)(C)C)=O)[CH2:28][CH2:27]1)([C:4]1[S:5][C:6]([C:9]2[CH:14]=[CH:13][CH:12]=[C:11]([NH:15][C:16]3[N:21]=[C:20]([C:22]([F:25])([F:24])[F:23])[CH:19]=[CH:18][N:17]=3)[CH:10]=2)=[CH:7][N:8]=1)[CH3:3].C(O)(C(F)(F)F)=O, predict the reaction product. The product is: [NH:29]1[CH2:30][CH2:31][CH:26]([C:2]([C:4]2[S:5][C:6]([C:9]3[CH:14]=[CH:13][CH:12]=[C:11]([NH:15][C:16]4[N:21]=[C:20]([C:22]([F:23])([F:24])[F:25])[CH:19]=[CH:18][N:17]=4)[CH:10]=3)=[CH:7][N:8]=2)([OH:1])[CH3:3])[CH2:27][CH2:28]1. (2) Given the reactants [CH2:1]([C:8]1[N:9]=[C:10]2[C:15]([C:16]([F:19])([F:18])[F:17])=[CH:14][CH:13]=[CH:12][N:11]2[C:20]=1[C:21]1[CH:22]=[C:23]([OH:27])[CH:24]=[CH:25][CH:26]=1)[C:2]1[CH:7]=[CH:6][CH:5]=[CH:4][CH:3]=1.Br[C:29]1[CH:34]=[CH:33][CH:32]=[C:31]([S:35]([CH:38]([CH3:40])[CH3:39])(=[O:37])=[O:36])[CH:30]=1.C(=O)([O-])[O-].[Cs+].[Cs+].Cl.CN(C)CC(O)=O, predict the reaction product. The product is: [CH2:1]([C:8]1[N:9]=[C:10]2[C:15]([C:16]([F:19])([F:18])[F:17])=[CH:14][CH:13]=[CH:12][N:11]2[C:20]=1[C:21]1[CH:26]=[CH:25][CH:24]=[C:23]([O:27][C:33]2[CH:34]=[CH:29][CH:30]=[C:31]([S:35]([CH:38]([CH3:40])[CH3:39])(=[O:36])=[O:37])[CH:32]=2)[CH:22]=1)[C:2]1[CH:7]=[CH:6][CH:5]=[CH:4][CH:3]=1. (3) Given the reactants [Si:1]([O:18][CH2:19][C:20]1[C:21]([N:36]2[CH2:41][C@H:40]([CH3:42])[O:39][C@H:38]([CH3:43])[CH2:37]2)=[C:22]([Cl:35])[C:23]([F:34])=[C:24]([CH:26]([C:28]2[CH:33]=[CH:32][CH:31]=[CH:30][N:29]=2)[OH:27])[CH:25]=1)([C:14]([CH3:17])([CH3:16])[CH3:15])([C:8]1[CH:13]=[CH:12][CH:11]=[CH:10][CH:9]=1)[C:2]1[CH:7]=[CH:6][CH:5]=[CH:4][CH:3]=1.C[N+]1([O-])CCOCC1, predict the reaction product. The product is: [Si:1]([O:18][CH2:19][C:20]1[C:21]([N:36]2[CH2:37][C@H:38]([CH3:43])[O:39][C@H:40]([CH3:42])[CH2:41]2)=[C:22]([Cl:35])[C:23]([F:34])=[C:24]([C:26]([C:28]2[CH:33]=[CH:32][CH:31]=[CH:30][N:29]=2)=[O:27])[CH:25]=1)([C:14]([CH3:15])([CH3:16])[CH3:17])([C:2]1[CH:7]=[CH:6][CH:5]=[CH:4][CH:3]=1)[C:8]1[CH:9]=[CH:10][CH:11]=[CH:12][CH:13]=1. (4) Given the reactants [O:1]1[CH2:5][CH:4]=[C:3]([C:6]2[CH:11]=[C:10]([CH3:12])[C:9]([C:13]3[CH:21]=[CH:20][C:19]([F:22])=[C:18]4[C:14]=3[CH2:15][CH2:16][C@H:17]4[O:23][C:24]3[CH:37]=[CH:36][C:27]4[C@H:28]([CH2:31][C:32]([O:34]C)=[O:33])[CH2:29][O:30][C:26]=4[CH:25]=3)=[C:8]([CH3:38])[CH:7]=2)[CH2:2]1.[OH-].[Na+], predict the reaction product. The product is: [O:1]1[CH2:5][CH:4]=[C:3]([C:6]2[CH:7]=[C:8]([CH3:38])[C:9]([C:13]3[CH:21]=[CH:20][C:19]([F:22])=[C:18]4[C:14]=3[CH2:15][CH2:16][C@H:17]4[O:23][C:24]3[CH:37]=[CH:36][C:27]4[C@H:28]([CH2:31][C:32]([OH:34])=[O:33])[CH2:29][O:30][C:26]=4[CH:25]=3)=[C:10]([CH3:12])[CH:11]=2)[CH2:2]1. (5) Given the reactants [H-].[Na+].[OH:3][C:4]1[CH:5]=[C:6]2[C:10](=[CH:11][C:12]=1[O:13][CH3:14])[N:9]([CH3:15])[CH:8]=[C:7]2[C:16]1[N:24]([S:25]([C:28]2[CH:33]=[CH:32][C:31]([CH3:34])=[CH:30][CH:29]=2)(=[O:27])=[O:26])[C:19]2=[N:20][CH:21]=[CH:22][CH:23]=[C:18]2[CH:17]=1.[CH2:35]([O:37][C:38]([C:40]1(Br)[CH2:43][CH2:42][CH2:41]1)=[O:39])[CH3:36], predict the reaction product. The product is: [CH2:35]([O:37][C:38]([C:40]1([O:3][C:4]2[CH:5]=[C:6]3[C:10](=[CH:11][C:12]=2[O:13][CH3:14])[N:9]([CH3:15])[CH:8]=[C:7]3[C:16]2[N:24]([S:25]([C:28]3[CH:29]=[CH:30][C:31]([CH3:34])=[CH:32][CH:33]=3)(=[O:27])=[O:26])[C:19]3=[N:20][CH:21]=[CH:22][CH:23]=[C:18]3[CH:17]=2)[CH2:43][CH2:42][CH2:41]1)=[O:39])[CH3:36].